From a dataset of Catalyst prediction with 721,799 reactions and 888 catalyst types from USPTO. Predict which catalyst facilitates the given reaction. (1) Reactant: [H-].[Na+].[F:3][C:4]([F:17])([F:16])[C:5]1[CH:14]=[C:13]2[C:8]([CH:9]=[CH:10][NH:11][C:12]2=[O:15])=[CH:7][CH:6]=1.Br[CH2:19][C:20]1[CH:25]=[C:24]([Cl:26])[CH:23]=[CH:22][C:21]=1[S:27]([CH2:30][CH3:31])(=[O:29])=[O:28]. Product: [Cl:26][C:24]1[CH:23]=[CH:22][C:21]([S:27]([CH2:30][CH3:31])(=[O:29])=[O:28])=[C:20]([CH2:19][N:11]2[CH:10]=[CH:9][C:8]3[C:13](=[CH:14][C:5]([C:4]([F:3])([F:16])[F:17])=[CH:6][CH:7]=3)[C:12]2=[O:15])[CH:25]=1. The catalyst class is: 18. (2) The catalyst class is: 3. Product: [C:1]([O:5][C:6](=[O:35])[CH2:7][O:8][C:9]1[C:14]2[CH2:15][CH2:16][CH2:17][CH2:18][CH:19]([N:20]([S:21]([C:24]3[CH:29]=[C:28]([C:30]([F:31])([F:32])[F:33])[CH:27]=[C:26]([F:34])[CH:25]=3)(=[O:23])=[O:22])[CH3:38])[C:13]=2[CH:12]=[CH:11][CH:10]=1)([CH3:4])([CH3:2])[CH3:3]. Reactant: [C:1]([O:5][C:6](=[O:35])[CH2:7][O:8][C:9]1[C:14]2[CH2:15][CH2:16][CH2:17][CH2:18][CH:19]([NH:20][S:21]([C:24]3[CH:29]=[C:28]([C:30]([F:33])([F:32])[F:31])[CH:27]=[C:26]([F:34])[CH:25]=3)(=[O:23])=[O:22])[C:13]=2[CH:12]=[CH:11][CH:10]=1)([CH3:4])([CH3:3])[CH3:2].CI.[C:38]([O-])([O-])=O.[K+].[K+]. (3) Reactant: C([O:8][C:9]1[CH:10]=[CH:11][C:12]([CH:15]=[C:16]2[NH:21][C:20](=[O:22])[C:19](=[CH:23][CH2:24][C:25]3[CH:30]=[CH:29][CH:28]=[CH:27][CH:26]=3)[NH:18][C:17]2=[O:31])=[N:13][CH:14]=1)C1C=CC=CC=1.[OH-].[Na+].O. Product: [OH:8][C:9]1[CH:10]=[CH:11][C:12]([CH:15]=[C:16]2[NH:21][C:20](=[O:22])[C:19](=[CH:23][CH2:24][C:25]3[CH:26]=[CH:27][CH:28]=[CH:29][CH:30]=3)[NH:18][C:17]2=[O:31])=[N:13][CH:14]=1. The catalyst class is: 19. (4) Reactant: [N:1]1[C:5]2[CH:6]=[CH:7][CH:8]=[CH:9][C:4]=2[NH:3][C:2]=1[C:10]([OH:12])=O.CN(C(ON1N=[N:28][C:23]2[CH:24]=[CH:25][CH:26]=[CH:27][C:22]1=2)=[N+](C)C)C.[B-](F)(F)(F)F.[CH:35]1C=CC2N(O)N=NC=2C=1.CC[N:47]([CH:51]([CH3:53])C)[CH:48]([CH3:50])C.CN([CH:57]=[O:58])C. Product: [N:47]1[CH:48]=[CH:50][C:57]([O:58][C:25]2[CH:24]=[C:23]([NH:28][C:10]([C:2]3[NH:1][C:5]4[CH:6]=[CH:7][CH:8]=[C:9]([CH3:35])[C:4]=4[N:3]=3)=[O:12])[CH:22]=[CH:27][CH:26]=2)=[CH:53][CH:51]=1. The catalyst class is: 6.